Task: Predict the product of the given reaction.. Dataset: Forward reaction prediction with 1.9M reactions from USPTO patents (1976-2016) (1) Given the reactants [OH:1][CH2:2][C:3]1([CH2:9][CH2:10][C:11]2[CH:16]=[CH:15][C:14]([OH:17])=[CH:13][CH:12]=2)[CH2:7][O:6][C:5]([CH3:8])=[N:4]1.C([O-])([O-])=O.[Cs+].[Cs+].Br[CH2:25][CH2:26][CH2:27][O:28][C:29]1[CH:34]=[CH:33][CH:32]=[CH:31][CH:30]=1.CCOC(C)=O, predict the reaction product. The product is: [CH3:8][C:5]1[O:6][CH2:7][C:3]([CH2:2][OH:1])([CH2:9][CH2:10][C:11]2[CH:12]=[CH:13][C:14]([O:17][CH2:25][CH2:26][CH2:27][O:28][C:29]3[CH:34]=[CH:33][CH:32]=[CH:31][CH:30]=3)=[CH:15][CH:16]=2)[N:4]=1. (2) Given the reactants [CH2:1]([C:3]1[N:13]([CH2:14][C:15]2[CH:20]=[CH:19][C:18](/[CH:21]=[CH:22]/[CH2:23]O)=[CH:17][CH:16]=2)[C:6]2=[N:7][C:8]([CH3:12])=[CH:9][C:10]([CH3:11])=[C:5]2[N:4]=1)[CH3:2].[CH3:25][O:26][CH:27]1[CH2:32][CH2:31][NH:30][CH2:29][CH2:28]1, predict the reaction product. The product is: [CH2:1]([C:3]1[N:13]([CH2:14][C:15]2[CH:16]=[CH:17][C:18](/[CH:21]=[CH:22]/[CH2:23][N:30]3[CH2:31][CH2:32][CH:27]([O:26][CH3:25])[CH2:28][CH2:29]3)=[CH:19][CH:20]=2)[C:6]2=[N:7][C:8]([CH3:12])=[CH:9][C:10]([CH3:11])=[C:5]2[N:4]=1)[CH3:2]. (3) Given the reactants [NH2:1][CH:2]1[CH2:7][CH2:6][N:5]([CH2:8][CH2:9][N:10]2[C:15](=[O:16])[CH:14]=[N:13][C:12]3[CH:17]=[CH:18][C:19]([O:21][CH3:22])=[N:20][C:11]2=3)[CH2:4][CH2:3]1.[O:23]1[C:32]2[CH:31]=[C:30]([CH:33]=O)[N:29]=[CH:28][C:27]=2[O:26][CH2:25][CH2:24]1.C(O[BH-](OC(=O)C)OC(=O)C)(=O)C.[Na+].C([O-])(O)=O.[Na+].C(Cl)[Cl:55], predict the reaction product. The product is: [ClH:55].[ClH:55].[O:23]1[C:32]2[CH:31]=[C:30]([CH2:33][NH:1][CH:2]3[CH2:3][CH2:4][N:5]([CH2:8][CH2:9][N:10]4[C:15](=[O:16])[CH:14]=[N:13][C:12]5[CH:17]=[CH:18][C:19]([O:21][CH3:22])=[N:20][C:11]4=5)[CH2:6][CH2:7]3)[N:29]=[CH:28][C:27]=2[O:26][CH2:25][CH2:24]1. (4) Given the reactants [Cl:1][C:2]1[CH:3]=[C:4]([NH:16][C:17]2[C:18]3[N:25]([CH2:26][CH2:27][N:28](C)[C:29](=O)OC(C)(C)C)[CH:24]=[CH:23][C:19]=3[N:20]=[CH:21][N:22]=2)[CH:5]=[CH:6][C:7]=1[O:8][C:9]1[CH:14]=[CH:13][CH:12]=[C:11]([Cl:15])[CH:10]=1, predict the reaction product. The product is: [ClH:1].[ClH:1].[Cl:1][C:2]1[CH:3]=[C:4]([NH:16][C:17]2[C:18]3[N:25]([CH2:26][CH2:27][NH:28][CH3:29])[CH:24]=[CH:23][C:19]=3[N:20]=[CH:21][N:22]=2)[CH:5]=[CH:6][C:7]=1[O:8][C:9]1[CH:14]=[CH:13][CH:12]=[C:11]([Cl:15])[CH:10]=1.